This data is from Full USPTO retrosynthesis dataset with 1.9M reactions from patents (1976-2016). The task is: Predict the reactants needed to synthesize the given product. (1) Given the product [CH3:1][NH:2][CH2:13][CH2:14][CH2:15][CH2:16][CH2:17][CH2:18][CH2:19][CH2:20][CH2:21][CH2:22][CH2:23][CH2:24][CH2:25][CH2:26][CH2:27][C:28]1[CH:29]=[CH:30][CH:31]=[CH:32][CH:33]=1, predict the reactants needed to synthesize it. The reactants are: [CH3:1][N:2]([CH2:13][CH2:14][CH2:15][CH2:16][CH:17]=[CH:18][CH2:19][CH2:20][CH2:21][CH2:22][CH2:23][CH2:24][CH2:25][CH2:26][CH2:27][C:28]1[CH:33]=[CH:32][CH:31]=[CH:30][CH:29]=1)C(=O)OCC1C=CC=CC=1. (2) Given the product [CH:1]1[C:10]2[C:5](=[CH:6][CH:7]=[CH:8][CH:9]=2)[C:4]([CH:11]=[CH:21][CH:22]=[O:23])=[CH:3][N:2]=1, predict the reactants needed to synthesize it. The reactants are: [CH:1]1[C:10]2[C:5](=[CH:6][CH:7]=[CH:8][CH:9]=2)[C:4]([CH:11]=O)=[CH:3][N:2]=1.N1(C2C=C[C:21]([CH:22]=[O:23])=CC=2)C=CC=N1. (3) Given the product [CH3:9][O:10][C:11]1[CH:16]=[C:15]([N+:17]([O-:19])=[O:18])[CH:14]=[CH:13][C:12]=1[O:8][CH2:7][C:2]1[CH:3]=[N:4][CH:5]=[CH:6][N:1]=1, predict the reactants needed to synthesize it. The reactants are: [N:1]1[CH:6]=[CH:5][N:4]=[CH:3][C:2]=1[CH2:7][OH:8].[CH3:9][O:10][C:11]1[CH:16]=[C:15]([N+:17]([O-:19])=[O:18])[CH:14]=[CH:13][C:12]=1O.C1(P(C2C=CC=CC=2)C2C=CC=CC=2)C=CC=CC=1. (4) Given the product [NH2:28][C:19]1[C:18]([N:1]2[CH2:6][CH2:5][CH2:4][C@H:3]([NH:7][C:8](=[O:14])[O:9][C:10]([CH3:11])([CH3:13])[CH3:12])[CH2:2]2)=[N:17][CH:16]=[N:21][CH:20]=1, predict the reactants needed to synthesize it. The reactants are: [NH:1]1[CH2:6][CH2:5][CH2:4][C@H:3]([NH:7][C:8](=[O:14])[O:9][C:10]([CH3:13])([CH3:12])[CH3:11])[CH2:2]1.Cl[C:16]1[N:21]=[C:20](N2CCCCC2)[C:19]([N+:28]([O-])=O)=[CH:18][N:17]=1. (5) Given the product [OH:46][CH:45]([CH2:40][N:34]1[CH2:35][CH2:36][CH2:37][CH2:38][CH:39]1[CH:6]1[CH2:5][CH2:10][NH:9][CH2:8][CH2:7]1)[CH2:44][O:13][C:12]1[CH:11]=[C:10]2[C:5]([C:6]([O:18][C:19]3[CH:24]=[CH:23][C:22]([CH3:25])=[CH:21][C:20]=3[C:26]([C:28]3[CH:29]=[CH:30][CH:31]=[CH:32][CH:33]=3)=[O:27])=[CH:7][CH:8]=[N:9]2)=[CH:4][C:3]=1[O:2][CH3:1], predict the reactants needed to synthesize it. The reactants are: [CH3:1][O:2][C:3]1[CH:4]=[C:5]2[C:10](=[CH:11][C:12]=1[O:13]CC1CO1)[N:9]=[CH:8][CH:7]=[C:6]2[O:18][C:19]1[CH:24]=[CH:23][C:22]([CH3:25])=[CH:21][C:20]=1[C:26]([C:28]1[CH:33]=[CH:32][CH:31]=[CH:30][CH:29]=1)=[O:27].[N:34]1([CH:40]2[CH2:45][CH2:44]NCC2)[CH2:39][CH2:38][CH2:37][CH2:36][CH2:35]1.[OH2:46]. (6) Given the product [CH:1]([NH:4][C:5]1[S:6][C:7]2[C:12]([N:13]=1)=[CH:11][CH:10]=[C:9]([CH2:14][OH:15])[N:8]=2)([CH3:3])[CH3:2], predict the reactants needed to synthesize it. The reactants are: [CH:1]([NH:4][C:5]1[S:6][C:7]2[C:12]([N:13]=1)=[CH:11][CH:10]=[C:9]([C:14](OC)=[O:15])[N:8]=2)([CH3:3])[CH3:2].[H-].[H-].[H-].[H-].[Li+].[Al+3].CCOC(C)=O. (7) Given the product [OH:1][C:2]([C:23]1[CH:24]=[CH:25][C:26]([OH:29])=[CH:27][CH:28]=1)([CH3:22])[C:3]([N:5]([C:14]1[CH:19]=[CH:18][C:17]([OH:20])=[CH:16][CH:15]=1)[C:6]1[CH:11]=[CH:10][C:9]([OH:12])=[CH:8][CH:7]=1)=[O:4], predict the reactants needed to synthesize it. The reactants are: [OH:1][C:2]([C:23]1[CH:28]=[CH:27][C:26]([O:29]C)=[CH:25][CH:24]=1)([CH3:22])[C:3]([N:5]([C:14]1[CH:19]=[CH:18][C:17]([O:20]C)=[CH:16][CH:15]=1)[C:6]1[CH:11]=[CH:10][C:9]([O:12]C)=[CH:8][CH:7]=1)=[O:4].B(Br)(Br)Br.